Dataset: Catalyst prediction with 721,799 reactions and 888 catalyst types from USPTO. Task: Predict which catalyst facilitates the given reaction. (1) Reactant: [OH:1][CH:2]1[CH2:7][CH2:6][CH:5]([NH:8][C:9]2[CH:16]=[C:15]([C:17]3[C:26]4[C:21](=[C:22](B5OC(C)(C)C(C)(C)O5)[CH:23]=[CH:24][CH:25]=4)[CH:20]=[CH:19][N:18]=3)[CH:14]=[CH:13][C:10]=2[C:11]#[N:12])[CH2:4][CH2:3]1.[NH2:36][C:37]1[CH:38]=[N:39][CH:40]=[C:41](Br)[CH:42]=1.C(=O)([O-])[O-:45].[Na+].[Na+]. Product: [NH2:36][C:37]1[CH:42]=[C:41]([C:22]2[CH:23]=[CH:24][CH:25]=[C:26]3[C:21]=2[CH:20]=[CH:19][N:18]=[C:17]3[C:15]2[CH:14]=[CH:13][C:10]([C:11]([NH2:12])=[O:45])=[C:9]([NH:8][CH:5]3[CH2:4][CH2:3][CH:2]([OH:1])[CH2:7][CH2:6]3)[CH:16]=2)[CH:40]=[N:39][CH:38]=1. The catalyst class is: 104. (2) Reactant: [CH:1]1([N:7]([CH2:27][CH:28](OC)[O:29]C)[C:8](=[O:26])[CH2:9][CH2:10][O:11][CH2:12][CH2:13][C:14]2[CH:19]=[CH:18][CH:17]=[C:16]([C:20]3[CH:21]=[N:22][N:23]([CH3:25])[CH:24]=3)[CH:15]=2)[CH2:6][CH2:5][CH2:4][CH2:3][CH2:2]1.O.C1(C)C=CC(S(O)(=O)=O)=CC=1.C(OCC)(=O)C.C(=O)([O-])O.[Na+]. Product: [CH:1]1([N:7]([CH2:27][CH:28]=[O:29])[C:8](=[O:26])[CH2:9][CH2:10][O:11][CH2:12][CH2:13][C:14]2[CH:19]=[CH:18][CH:17]=[C:16]([C:20]3[CH:21]=[N:22][N:23]([CH3:25])[CH:24]=3)[CH:15]=2)[CH2:6][CH2:5][CH2:4][CH2:3][CH2:2]1. The catalyst class is: 2. (3) The catalyst class is: 106. Product: [OH:21][C:19]1[CH:20]=[C:11]([C:7]2[CH:6]=[C:5]3[C:10](=[CH:9][CH:8]=2)[N:2]([CH3:1])[N:3]=[CH:4]3)[CH:12]=[C:13]2[C:18]=1[N:17]=[CH:16][NH:15][C:14]2=[O:38]. Reactant: [CH3:1][N:2]1[C:10]2[C:5](=[CH:6][C:7]([C:11]3[CH:12]=[C:13]4[C:18](=[C:19]([O:21]COCC[Si](C)(C)C)[CH:20]=3)[N:17]=[CH:16][N:15](COCC[Si](C)(C)C)[C:14]4=[O:38])=[CH:8][CH:9]=2)[CH:4]=[N:3]1.O. (4) Reactant: ClC(Cl)(O[C:5](=[O:11])OC(Cl)(Cl)Cl)Cl.[CH2:13]1[C@@H:17]2[CH2:18][NH:19][CH2:20][C@@H:16]2[CH2:15][N:14]1[C:21]([O:23][C:24]([CH3:27])([CH3:26])[CH3:25])=[O:22].C(N(CC)CC)C.Cl.[NH:36]1[CH:40]=[C:39]([CH2:41][NH2:42])[N:38]=[N:37]1. Product: [NH:36]1[CH:40]=[C:39]([CH2:41][NH:42][C:5]([N:19]2[CH2:18][C@@H:17]3[CH2:13][N:14]([C:21]([O:23][C:24]([CH3:27])([CH3:26])[CH3:25])=[O:22])[CH2:15][C@@H:16]3[CH2:20]2)=[O:11])[N:38]=[N:37]1. The catalyst class is: 362.